This data is from Catalyst prediction with 721,799 reactions and 888 catalyst types from USPTO. The task is: Predict which catalyst facilitates the given reaction. (1) Reactant: [Cl:1][C:2]1[N:7]=[C:6](Cl)[C:5]([CH:9]=O)=[CH:4][N:3]=1.[NH2:11][NH2:12]. Product: [Cl:1][C:2]1[N:7]=[C:6]2[NH:11][N:12]=[CH:9][C:5]2=[CH:4][N:3]=1. The catalyst class is: 1. (2) Reactant: [C:1]([C:4]1[C:9]([C:10]2[CH:15]=[CH:14][CH:13]=[C:12]([F:16])[CH:11]=2)=[C:8]([N:17]([C:22]([O:24][CH3:25])=[O:23])[C:18]([O:20][CH3:21])=[O:19])[C:7]([CH3:26])=[C:6]([Cl:27])[CH:5]=1)(=O)[CH3:2].C([O-])(=O)C.[NH4+].C([BH3-])#[N:34].[Na+]. Product: [NH2:34][CH:1]([C:4]1[C:9]([C:10]2[CH:15]=[CH:14][CH:13]=[C:12]([F:16])[CH:11]=2)=[C:8]([N:17]([C:22]([O:24][CH3:25])=[O:23])[C:18]([O:20][CH3:21])=[O:19])[C:7]([CH3:26])=[C:6]([Cl:27])[CH:5]=1)[CH3:2]. The catalyst class is: 449. (3) Reactant: [F:1][CH:2]([F:17])[C:3]1([C:10]2[CH:15]=[CH:14][CH:13]=[CH:12][C:11]=2[F:16])[NH:8][C:7](=O)[CH2:6][O:5][CH2:4]1.COC1C=CC(P2(SP(C3C=CC(OC)=CC=3)(=S)S2)=[S:27])=CC=1. Product: [F:1][CH:2]([F:17])[C:3]1([C:10]2[CH:15]=[CH:14][CH:13]=[CH:12][C:11]=2[F:16])[NH:8][C:7](=[S:27])[CH2:6][O:5][CH2:4]1. The catalyst class is: 1. (4) Reactant: [Br:1][C:2]1[N:7]=[CH:6][C:5]([OH:8])=[CH:4][CH:3]=1.Cl[C:10]([F:15])([F:14])C([O-])=O.[Na+].C(=O)([O-])[O-].[K+].[K+]. Product: [Br:1][C:2]1[CH:3]=[CH:4][C:5]([O:8][CH:10]([F:15])[F:14])=[CH:6][N:7]=1. The catalyst class is: 31. (5) Reactant: [F:1][C:2]1[CH:3]=[C:4](B(O)O)[CH:5]=[CH:6][C:7]=1[O:8][C:9]1[CH:14]=[CH:13][N:12]=[C:11]([CH3:15])[CH:10]=1.C([O-])(O)=O.[Na+].Br[C:25]1[CH:30]=[CH:29][N:28]([CH2:31][CH2:32][CH2:33][CH3:34])[C:27](=[O:35])[C:26]=1[C:36]#[N:37]. Product: [CH2:31]([N:28]1[CH:29]=[CH:30][C:25]([C:4]2[CH:5]=[CH:6][C:7]([O:8][C:9]3[CH:14]=[CH:13][N:12]=[C:11]([CH3:15])[CH:10]=3)=[C:2]([F:1])[CH:3]=2)=[C:26]([C:36]#[N:37])[C:27]1=[O:35])[CH2:32][CH2:33][CH3:34]. The catalyst class is: 77. (6) Reactant: [CH3:1][O:2][C:3]1[C:12]2[N:11]=[C:10]([CH2:13][CH2:14][CH3:15])[CH:9]=[CH:8][C:7]=2[C:6]([C:16]([O:18]C)=[O:17])=[CH:5][CH:4]=1.C(=O)([O-])[O-].[K+].[K+].CO. Product: [CH3:1][O:2][C:3]1[C:12]2[N:11]=[C:10]([CH2:13][CH2:14][CH3:15])[CH:9]=[CH:8][C:7]=2[C:6]([C:16]([OH:18])=[O:17])=[CH:5][CH:4]=1. The catalyst class is: 6. (7) Reactant: Br[C:2]1[CH:7]=[CH:6][C:5]([C:8]2[C:12]3[CH2:13][C:14]4[S:15][CH:16]=[CH:17][C:18]=4[C:11]=3[N:10]([CH2:19][O:20][CH2:21][CH2:22][Si:23]([CH3:26])([CH3:25])[CH3:24])[N:9]=2)=[CH:4][CH:3]=1.[F:27][C:28]1[CH:33]=[CH:32][C:31]([NH2:34])=[CH:30][CH:29]=1.C([O-])([O-])=O.[Cs+].[Cs+].CC1(C)C2C(=C(P(C3C=CC=CC=3)C3C=CC=CC=3)C=CC=2)OC2C(P(C3C=CC=CC=3)C3C=CC=CC=3)=CC=CC1=2. Product: [F:27][C:28]1[CH:33]=[CH:32][C:31]([NH:34][C:2]2[CH:7]=[CH:6][C:5]([C:8]3[C:12]4[CH2:13][C:14]5[S:15][CH:16]=[CH:17][C:18]=5[C:11]=4[N:10]([CH2:19][O:20][CH2:21][CH2:22][Si:23]([CH3:26])([CH3:25])[CH3:24])[N:9]=3)=[CH:4][CH:3]=2)=[CH:30][CH:29]=1. The catalyst class is: 231.